Task: Predict the product of the given reaction.. Dataset: Forward reaction prediction with 1.9M reactions from USPTO patents (1976-2016) (1) Given the reactants [Cl:1][C:2]1[CH:7]=[C:6]([F:8])[CH:5]=[CH:4][C:3]=1[C:9]1[N:13]([CH3:14])[N:12]=[C:11]([CH3:15])[C:10]=1[NH:16]C(=O)[O-].ClC1C=C(F)C=CC=1C1N(C)N=C(C)C=1NC(=O)OC.[OH-].[Na+], predict the reaction product. The product is: [Cl:1][C:2]1[CH:7]=[C:6]([F:8])[CH:5]=[CH:4][C:3]=1[C:9]1[N:13]([CH3:14])[N:12]=[C:11]([CH3:15])[C:10]=1[NH2:16]. (2) Given the reactants Cl.[CH:2]1([CH2:5][O:6][C:7]2[CH:12]=[C:11]([F:13])[C:10]([O:14][CH3:15])=[CH:9][C:8]=2[C:16]2[CH:21]=[CH:20][N:19]=[C:18]3[C:22]([C:26]([NH:28][CH:29]4[CH2:34][CH2:33][NH:32][CH2:31][CH2:30]4)=[O:27])=[C:23]([CH3:25])[NH:24][C:17]=23)[CH2:4][CH2:3]1.[C:35](Cl)(=[O:38])[CH2:36][CH3:37], predict the reaction product. The product is: [CH:2]1([CH2:5][O:6][C:7]2[CH:12]=[C:11]([F:13])[C:10]([O:14][CH3:15])=[CH:9][C:8]=2[C:16]2[CH:21]=[CH:20][N:19]=[C:18]3[C:22]([C:26]([NH:28][CH:29]4[CH2:30][CH2:31][N:32]([C:35](=[O:38])[CH2:36][CH3:37])[CH2:33][CH2:34]4)=[O:27])=[C:23]([CH3:25])[NH:24][C:17]=23)[CH2:4][CH2:3]1. (3) The product is: [NH2:4][C:5]1[N:6]=[C:7]([N:16]2[CH2:17][CH2:18][O:19][CH2:20][CH2:21]2)[C:8]2[N:14]=[C:13]([Cl:15])[CH:12]=[CH:11][C:9]=2[N:10]=1. Given the reactants C([NH:4][C:5]1[N:6]=[C:7]([N:16]2[CH2:21][CH2:20][O:19][CH2:18][CH2:17]2)[C:8]2[N:14]=[C:13]([Cl:15])[CH:12]=[CH:11][C:9]=2[N:10]=1)(=O)C.C([O-])([O-])=O.[K+].[K+], predict the reaction product. (4) Given the reactants [C:1]1(P(C2C=CC=CC=2)C2C=CC=CC=2)C=CC=C[CH:2]=1.N(C([O:27][CH:28]([CH3:30])C)=O)=NC([O-])=O.[CH3:31][C:32]1[CH:50]=[C:49]([CH3:51])[CH:48]=[C:47]([CH3:52])[C:33]=1[CH2:34][S:35][C@@H:36]1CC[C:39]2(OCCO2)[CH2:38][C@H:37]1[OH:46].[C:53]([OH:56])(=[O:55])[CH3:54], predict the reaction product. The product is: [CH3:52][C:47]1[CH:48]=[C:49]([CH3:51])[CH:50]=[C:32]([CH3:31])[C:33]=1[CH2:34][S:35][C@H:36]1[C@H:37]([O:46][C:28](=[O:27])[CH3:30])[CH2:38][CH2:39][C:53]2([O:56][CH2:2][CH2:1][O:55]2)[CH2:54]1.